From a dataset of Full USPTO retrosynthesis dataset with 1.9M reactions from patents (1976-2016). Predict the reactants needed to synthesize the given product. Given the product [CH3:5][C:6]1[CH:11]=[C:10]([N:12]([CH3:13])[C:1]([Cl:4])=[O:2])[CH:9]=[C:8]([CH3:14])[C:7]=1/[CH:15]=[CH:16]/[S:17]([N:20]1[CH2:21][CH2:22][C:23]2([N:27]=[C:26]([C:28]3[CH:33]=[CH:32][CH:31]=[C:30]([O:34][C:35]([F:36])([F:38])[F:37])[CH:29]=3)[NH:25][C:24]2=[O:39])[CH2:40][CH2:41]1)(=[O:18])=[O:19], predict the reactants needed to synthesize it. The reactants are: [C:1]([Cl:4])(Cl)=[O:2].[CH3:5][C:6]1[CH:11]=[C:10]([NH:12][CH3:13])[CH:9]=[C:8]([CH3:14])[C:7]=1/[CH:15]=[CH:16]/[S:17]([N:20]1[CH2:41][CH2:40][C:23]2([N:27]=[C:26]([C:28]3[CH:33]=[CH:32][CH:31]=[C:30]([O:34][C:35]([F:38])([F:37])[F:36])[CH:29]=3)[NH:25][C:24]2=[O:39])[CH2:22][CH2:21]1)(=[O:19])=[O:18].C(N(CC)CC)C.